Task: Predict the reactants needed to synthesize the given product.. Dataset: Full USPTO retrosynthesis dataset with 1.9M reactions from patents (1976-2016) (1) Given the product [CH2:1]([O:8][CH2:9][C:10]([OH:11])([CH3:12])[CH2:13][O:29][C:28]1[C:21]([Br:20])=[C:22]([CH:25]=[CH:26][CH:27]=1)[CH:23]=[O:24])[C:2]1[CH:7]=[CH:6][CH:5]=[CH:4][CH:3]=1, predict the reactants needed to synthesize it. The reactants are: [CH2:1]([O:8][CH2:9][C:10]1([CH3:13])[CH2:12][O:11]1)[C:2]1[CH:7]=[CH:6][CH:5]=[CH:4][CH:3]=1.C([O-])([O-])=O.[K+].[K+].[Br:20][C:21]1[C:28]([OH:29])=[CH:27][CH:26]=[CH:25][C:22]=1[CH:23]=[O:24]. (2) Given the product [Cl:14][C:15]1[C:20]([Cl:21])=[CH:19][CH:18]=[CH:17][C:16]=1[S:22]([NH:13][C:7]1[N:6]=[C:5]([C:3]([O:2][CH3:1])=[O:4])[CH:10]=[N:9][C:8]=1[O:11][CH3:12])(=[O:24])=[O:23], predict the reactants needed to synthesize it. The reactants are: [CH3:1][O:2][C:3]([C:5]1[CH:10]=[N:9][C:8]([O:11][CH3:12])=[C:7]([NH2:13])[N:6]=1)=[O:4].[Cl:14][C:15]1[C:20]([Cl:21])=[CH:19][CH:18]=[CH:17][C:16]=1[S:22](Cl)(=[O:24])=[O:23]. (3) Given the product [C:1]([O:5][C:6](=[O:13])[CH2:7][CH2:8][N:9]([C:17]1[C:18]([N+:22]([O-:24])=[O:23])=[CH:19][N:20]=[C:15]([Cl:14])[N:16]=1)[CH:10]([CH3:11])[CH3:12])([CH3:4])([CH3:3])[CH3:2], predict the reactants needed to synthesize it. The reactants are: [C:1]([O:5][C:6](=[O:13])[CH2:7][CH2:8][NH:9][CH:10]([CH3:12])[CH3:11])([CH3:4])([CH3:3])[CH3:2].[Cl:14][C:15]1[N:20]=[C:19](Cl)[C:18]([N+:22]([O-:24])=[O:23])=[CH:17][N:16]=1.C(=O)(O)[O-].[K+]. (4) Given the product [F:15][C:2]([F:1])([F:14])[C:3]1[C:4]([NH:13][C:24]([NH:23][CH2:22][C:21]2[CH:20]=[CH:19][C:18]([C:17]([F:16])([F:29])[F:28])=[CH:27][CH:26]=2)=[O:25])=[C:5]2[C:10](=[CH:11][CH:12]=1)[CH:9]=[N:8][CH:7]=[CH:6]2, predict the reactants needed to synthesize it. The reactants are: [F:1][C:2]([F:15])([F:14])[C:3]1[CH:12]=[CH:11][C:10]2[CH:9]=[N:8][CH:7]=[CH:6][C:5]=2[C:4]=1[NH2:13].[F:16][C:17]([F:29])([F:28])[C:18]1[CH:27]=[CH:26][C:21]([CH2:22][N:23]=[C:24]=[O:25])=[CH:20][CH:19]=1. (5) The reactants are: [CH3:1][O:2][C:3]1[CH:4]=[C:5]([CH:10]=[C:11]([OH:14])[C:12]=1[OH:13])[C:6]([O:8][CH3:9])=[O:7].[C:15](=O)([O-])[O-].[K+].[K+].ICI.Cl. Given the product [CH3:1][O:2][C:3]1[CH:4]=[C:5]([CH:10]=[C:11]2[O:14][CH2:15][O:13][C:12]=12)[C:6]([O:8][CH3:9])=[O:7], predict the reactants needed to synthesize it. (6) Given the product [O:1]1[CH2:6][CH2:5][N:4]([CH2:7][CH2:8][O:9][CH2:11][CH:12]([OH:10])[CH2:13][C:14]([F:25])([F:26])[C:15]([F:23])([F:24])[C:16]([F:21])([F:22])[C:17]([F:18])([F:20])[F:19])[CH2:3][CH2:2]1, predict the reactants needed to synthesize it. The reactants are: [O:1]1[CH2:6][CH2:5][N:4]([CH2:7][CH2:8][OH:9])[CH2:3][CH2:2]1.[O:10]1[CH:12]([CH2:13][C:14]([F:26])([F:25])[C:15]([F:24])([F:23])[C:16]([F:22])([F:21])[C:17]([F:20])([F:19])[F:18])[CH2:11]1.